This data is from Catalyst prediction with 721,799 reactions and 888 catalyst types from USPTO. The task is: Predict which catalyst facilitates the given reaction. (1) Reactant: [N+:1]([C:4]1[CH:9]=[CH:8][C:7]([C:10]2[S:11][CH:12]=[CH:13][CH:14]=2)=[CH:6][C:5]=1[NH:15][C:16]([NH:18][CH2:19][CH:20]1[CH2:25][CH2:24][NH:23][CH2:22][CH2:21]1)=[O:17])([O-])=O.[CH3:26]O. Product: [NH2:1][C:4]1[CH:9]=[CH:8][C:7]([C:10]2[S:11][CH:12]=[CH:13][CH:14]=2)=[CH:6][C:5]=1[NH:15][C:16]([NH:18][CH2:19][CH:20]1[CH2:25][CH2:24][N:23]([CH3:26])[CH2:22][CH2:21]1)=[O:17]. The catalyst class is: 45. (2) Reactant: [BH4-].[Na+].[CH2:3]([O:5][C:6]1[CH:11]=[C:10]([C:12](OCC)=[O:13])[CH:9]=[CH:8][N:7]=1)[CH3:4]. Product: [CH2:3]([O:5][C:6]1[CH:11]=[C:10]([CH2:12][OH:13])[CH:9]=[CH:8][N:7]=1)[CH3:4]. The catalyst class is: 412. (3) Reactant: [Cl:1][C:2]1[CH:10]=[CH:9][C:8]([N+:11]([O-:13])=[O:12])=[CH:7][C:3]=1[C:4](Cl)=[O:5].C1COCC1.[CH2:19]([NH2:21])[CH3:20]. Product: [CH2:19]([NH:21][C:4](=[O:5])[C:3]1[CH:7]=[C:8]([N+:11]([O-:13])=[O:12])[CH:9]=[CH:10][C:2]=1[Cl:1])[CH3:20]. The catalyst class is: 4. (4) Reactant: [C:1]([O:5][C:6]([N:8]1[CH2:13][CH2:12][N:11]([C:14]2[CH:19]=[CH:18][C:17]([N+:20]([O-])=O)=[CH:16][C:15]=2[F:23])[CH2:10][CH2:9]1)=[O:7])([CH3:4])([CH3:3])[CH3:2].[C:24]([O-])(O)=O.[Na+]. The catalyst class is: 351. Product: [C:1]([O:5][C:6]([N:8]1[CH2:13][CH2:12][N:11]([C:14]2[CH:19]=[CH:18][C:17]([NH:20][CH3:24])=[CH:16][C:15]=2[F:23])[CH2:10][CH2:9]1)=[O:7])([CH3:4])([CH3:3])[CH3:2]. (5) Reactant: [CH3:1][C:2]1[CH:3]=[C:4]([C:9]2[N:13]([CH3:14])[N:12]=[C:11]([C:15](=O)[CH3:16])[C:10]=2[OH:18])[CH:5]=[C:6]([CH3:8])[CH:7]=1.[NH:19]([C:21]([NH:23][C:24]1[CH:32]=[CH:31][C:27]([C:28]([OH:30])=[O:29])=[CH:26][CH:25]=1)=[S:22])[NH2:20].CN(C)C=O. Product: [CH3:1][C:2]1[CH:3]=[C:4]([C:9]2[N:13]([CH3:14])[N:12]=[C:11]([C:15](=[N:20][NH:19][C:21]([NH:23][C:24]3[CH:32]=[CH:31][C:27]([C:28]([OH:30])=[O:29])=[CH:26][CH:25]=3)=[S:22])[CH3:16])[C:10]=2[OH:18])[CH:5]=[C:6]([CH3:8])[CH:7]=1. The catalyst class is: 126.